Dataset: Full USPTO retrosynthesis dataset with 1.9M reactions from patents (1976-2016). Task: Predict the reactants needed to synthesize the given product. (1) Given the product [F:45][C:46]1[CH:51]=[CH:50][C:49]([C:52]#[C:53][C:2]2[CH:7]=[CH:6][C:5]([C:8]3([OH:19])[CH2:13][CH2:12][CH2:11][CH2:10][CH:9]3[N:14]3[CH:18]=[N:17][CH:16]=[N:15]3)=[CH:4][CH:3]=2)=[CH:48][CH:47]=1, predict the reactants needed to synthesize it. The reactants are: Br[C:2]1[CH:7]=[CH:6][C:5]([C:8]2([OH:19])[CH2:13][CH2:12][CH2:11][CH2:10][CH:9]2[N:14]2[CH:18]=[N:17][CH:16]=[N:15]2)=[CH:4][CH:3]=1.C1(P(C2C=CC=CC=2)C2C=CC=CC=2)C=CC=CC=1.N1CCCCC1.[F:45][C:46]1[CH:51]=[CH:50][C:49]([C:52]#[CH:53])=[CH:48][CH:47]=1. (2) Given the product [Cl:1][C:2]1[C:6]([Cl:7])=[C:5]([CH3:8])[NH:4][C:3]=1[C:9]([NH:11][C@H:12]1[CH2:17][CH2:16][N:15]([C:18]2[S:19][C:20]([C:23]([OH:25])=[O:24])=[CH:21][N:22]=2)[CH2:14][C@H:13]1[OH:26])=[O:10], predict the reactants needed to synthesize it. The reactants are: [Cl:1][C:2]1[C:6]([Cl:7])=[C:5]([CH3:8])[NH:4][C:3]=1[C:9]([NH:11][C@H:12]1[CH2:17][CH2:16][N:15]([C:18]2[S:19][C:20]([C:23]([OH:25])=[O:24])=[CH:21][N:22]=2)[CH2:14][C@H:13]1[O:26]C)=[O:10].B(Br)(Br)Br.C(Cl)Cl.O. (3) Given the product [CH2:1]([C:3]1[CH:7]=[C:6]([C:8]2[N:12]=[C:11]([C:13]3[CH:18]=[CH:17][C:16]([O:19][C:20]4[CH:25]=[CH:24][CH:23]=[CH:22][CH:21]=4)=[CH:15][CH:14]=3)[O:10][N:9]=2)[S:5][C:4]=1[CH2:26][N:53]1[CH2:56][CH:55]([C:57]([O:59][CH3:60])=[O:58])[CH2:54]1)[CH3:2], predict the reactants needed to synthesize it. The reactants are: [CH2:1]([C:3]1[CH:7]=[C:6]([C:8]2[N:12]=[C:11]([C:13]3[CH:18]=[CH:17][C:16]([O:19][C:20]4[CH:25]=[CH:24][CH:23]=[CH:22][CH:21]=4)=[CH:15][CH:14]=3)[O:10][N:9]=2)[S:5][C:4]=1[CH2:26]O)[CH3:2].C(Br)(Br)(Br)Br.C1(P(C2C=CC=CC=2)C2C=CC=CC=2)C=CC=CC=1.Cl.[NH:53]1[CH2:56][CH:55]([C:57]([O:59][CH3:60])=[O:58])[CH2:54]1.C(N(CC)C(C)C)(C)C. (4) The reactants are: CC1(C)CCCC(C)(C)N1.C([Li])CCC.[CH3:16][C:17]1[N:25]=[CH:24][CH:23]=[CH:22][C:18]=1[C:19]([OH:21])=[O:20].[Cl:26][C:27]1[CH:32]=[CH:31][C:30]([C:33]2([C:36]([N:38]3[CH2:42][CH2:41][C:40](=[O:43])[CH2:39]3)=[O:37])[CH2:35][CH2:34]2)=[CH:29][CH:28]=1.C(O)(=O)C.C([O-])(O)=O.[Na+]. Given the product [Cl:26][C:27]1[CH:28]=[CH:29][C:30]([C:33]2([C:36]([N:38]3[CH2:42][CH2:41][C:40]([CH2:16][C:17]4[N:25]=[CH:24][CH:23]=[CH:22][C:18]=4[C:19]([OH:21])=[O:20])([OH:43])[CH2:39]3)=[O:37])[CH2:35][CH2:34]2)=[CH:31][CH:32]=1, predict the reactants needed to synthesize it. (5) Given the product [CH:27]1([NH:34][C:35]2[S:36][CH:2]([CH2:6][CH:7]([CH3:9])[CH3:8])[C:3](=[O:5])[N:37]=2)[CH2:33][CH2:32][CH2:31][CH2:30][CH2:29][CH2:28]1, predict the reactants needed to synthesize it. The reactants are: N[C@@H:2]([CH2:6][CH:7]([CH3:9])[CH3:8])[C:3]([OH:5])=O.[K+].[Br-].[Na+].[Cl-].N([O-])=O.[Na+].BrC(CC(C)C)C(O)=O.[CH:27]1([NH:34][C:35]([NH2:37])=[S:36])[CH2:33][CH2:32][CH2:31][CH2:30][CH2:29][CH2:28]1. (6) Given the product [CH2:1]([N:22]1[C:23]2[C@@:24]3([CH3:34])[C:31]([CH3:33])([CH3:32])[C@H:27]([CH2:26][CH2:25]3)[C:28]=2[C:29](=[O:30])[N:21]1[C:15]1[CH:16]=[CH:17][CH:18]=[CH:19][CH:20]=1)[C:2]1[CH:7]=[CH:6][CH:5]=[CH:4][CH:3]=1, predict the reactants needed to synthesize it. The reactants are: [CH2:1](Br)[C:2]1[CH:7]=[CH:6][CH:5]=[CH:4][CH:3]=1.C(=O)([O-])[O-].[K+].[K+].[C:15]1([N:21]2[C:29](=[O:30])[C:28]3[C@@H:27]4[C:31]([CH3:33])([CH3:32])[C@@:24]([CH3:34])([CH2:25][CH2:26]4)[C:23]=3[NH:22]2)[CH:20]=[CH:19][CH:18]=[CH:17][CH:16]=1. (7) Given the product [CH2:1]([O:3][C:4]([C:6]1([C:9]2[CH:10]=[CH:11][C:12]([C:15]3[CH:20]=[CH:19][C:18]([C:21]4[O:25][N:24]=[C:23]([CH3:26])[C:22]=4[NH:27][C:29]4[CH:30]=[N:31][CH:32]=[C:33]([C:35]5[CH:40]=[CH:39][CH:38]=[C:37]([C:41]([F:43])([F:44])[F:42])[CH:36]=5)[CH:34]=4)=[CH:17][CH:16]=3)=[CH:13][CH:14]=2)[CH2:8][CH2:7]1)=[O:5])[CH3:2], predict the reactants needed to synthesize it. The reactants are: [CH2:1]([O:3][C:4]([C:6]1([C:9]2[CH:14]=[CH:13][C:12]([C:15]3[CH:20]=[CH:19][C:18]([C:21]4[O:25][N:24]=[C:23]([CH3:26])[C:22]=4[NH2:27])=[CH:17][CH:16]=3)=[CH:11][CH:10]=2)[CH2:8][CH2:7]1)=[O:5])[CH3:2].Br[C:29]1[CH:30]=[N:31][CH:32]=[C:33]([C:35]2[CH:40]=[CH:39][CH:38]=[C:37]([C:41]([F:44])([F:43])[F:42])[CH:36]=2)[CH:34]=1. (8) Given the product [Cl:19][C:14]1[CH:13]=[C:12]2[C:17]([C:8]([C:4]3[CH:3]=[C:2](/[CH:43]=[CH:42]/[C:41]([O:45][CH2:46][CH2:47][CH2:48][CH3:49])=[O:44])[CH:7]=[CH:6][CH:5]=3)=[C:9]([CH2:21][C:22]([NH:24][C:25]3[CH:30]=[CH:29][C:28]([F:31])=[CH:27][C:26]=3[C:32]([F:35])([F:33])[F:34])=[O:23])[C:10](=[O:20])[O:11]2)=[CH:16][C:15]=1[CH3:18], predict the reactants needed to synthesize it. The reactants are: Br[C:2]1[CH:3]=[C:4]([C:8]2[C:17]3[C:12](=[CH:13][C:14]([Cl:19])=[C:15]([CH3:18])[CH:16]=3)[O:11][C:10](=[O:20])[C:9]=2[CH2:21][C:22]([NH:24][C:25]2[CH:30]=[CH:29][C:28]([F:31])=[CH:27][C:26]=2[C:32]([F:35])([F:34])[F:33])=[O:23])[CH:5]=[CH:6][CH:7]=1.CN(C)C=O.[C:41]([O:45][CH2:46][CH2:47][CH2:48][CH3:49])(=[O:44])[CH:42]=[CH2:43].C([O-])(=O)C.[Na+]. (9) Given the product [CH2:25]([O:24][C:22]([NH:1][C:2]1[CH:3]=[CH:4][C:5]([N:9]2[CH:13]=[C:12]([CH3:14])[N:11]=[CH:10]2)=[C:6]([F:8])[CH:7]=1)=[O:23])[C:26]1[CH:31]=[CH:30][CH:29]=[CH:28][CH:27]=1, predict the reactants needed to synthesize it. The reactants are: [NH2:1][C:2]1[CH:3]=[CH:4][C:5]([N:9]2[CH:13]=[C:12]([CH3:14])[N:11]=[CH:10]2)=[C:6]([F:8])[CH:7]=1.N1C=CC=CC=1.Cl[C:22]([O:24][CH2:25][C:26]1[CH:31]=[CH:30][CH:29]=[CH:28][CH:27]=1)=[O:23].C(=O)(O)[O-].[Na+]. (10) Given the product [CH3:1][N:2]1[CH2:7][CH2:6][C:5]([CH2:12][N+:9]([O-:11])=[O:10])([OH:8])[CH2:4][CH2:3]1, predict the reactants needed to synthesize it. The reactants are: [CH3:1][N:2]1[CH2:7][CH2:6][C:5](=[O:8])[CH2:4][CH2:3]1.[N+:9]([CH3:12])([O-:11])=[O:10].CO[Na].